From a dataset of Forward reaction prediction with 1.9M reactions from USPTO patents (1976-2016). Predict the product of the given reaction. (1) Given the reactants Br[C:2]1[CH:7]=[CH:6][N:5]2[C:8]([C:11]([NH:13][C:14]3[CH:19]=[C:18]([C:20]4[N:24]=[C:23]([CH:25]5[CH2:28][C:27]([F:30])([F:29])[CH2:26]5)[O:22][N:21]=4)[CH:17]=[CH:16][C:15]=3[CH3:31])=[O:12])=[CH:9][N:10]=[C:4]2[CH:3]=1.C1C=CC(P(C2C(C3C(P(C4C=CC=CC=4)C4C=CC=CC=4)=CC=C4C=3C=CC=C4)=C3C(C=CC=C3)=CC=2)C2C=CC=CC=2)=CC=1.CC([O-])(C)C.[Na+].[NH:84]1[CH2:89][CH2:88][O:87][CH2:86][CH2:85]1, predict the reaction product. The product is: [F:30][C:27]1([F:29])[CH2:28][CH:25]([C:23]2[O:22][N:21]=[C:20]([C:18]3[CH:17]=[CH:16][C:15]([CH3:31])=[C:14]([NH:13][C:11]([C:8]4[N:5]5[CH:6]=[CH:7][C:2]([N:84]6[CH2:89][CH2:88][O:87][CH2:86][CH2:85]6)=[CH:3][C:4]5=[N:10][CH:9]=4)=[O:12])[CH:19]=3)[N:24]=2)[CH2:26]1. (2) Given the reactants [Br:1][C:2]1[CH:7]=[CH:6][C:5]([C:8]2[N:12]=[CH:11][NH:10][N:9]=2)=[CH:4][CH:3]=1.[CH3:13][C:14]([O:17][C:18](O[C:18]([O:17][C:14]([CH3:16])([CH3:15])[CH3:13])=[O:19])=[O:19])([CH3:16])[CH3:15], predict the reaction product. The product is: [Br:1][C:2]1[CH:3]=[CH:4][C:5]([C:8]2[N:12]([C:18]([O:17][C:14]([CH3:16])([CH3:15])[CH3:13])=[O:19])[CH:11]=[N:10][N:9]=2)=[CH:6][CH:7]=1. (3) Given the reactants [NH2:1][C:2]1[CH:3]=[C:4]2[C:20](=[O:21])[NH:19][N:18]=[CH:17][C:6]3=[C:7]([C:11]4[CH:16]=[CH:15][CH:14]=[CH:13][CH:12]=4)[NH:8][C:9]([CH:10]=1)=[C:5]23.[C:22]([N:41]1[CH:45]=[C:44]([CH2:46][CH2:47][C:48](O)=[O:49])[N:43]=[CH:42]1)([C:35]1[CH:40]=[CH:39][CH:38]=[CH:37][CH:36]=1)([C:29]1[CH:34]=[CH:33][CH:32]=[CH:31][CH:30]=1)[C:23]1[CH:28]=[CH:27][CH:26]=[CH:25][CH:24]=1.C(N(CC)CC)C.F[P-](F)(F)(F)(F)F.N1(OC(N(C)C)=[N+](C)C)C2N=CC=CC=2N=N1, predict the reaction product. The product is: [O:21]=[C:20]1[C:4]2[C:5]3[C:6](=[C:7]([C:11]4[CH:12]=[CH:13][CH:14]=[CH:15][CH:16]=4)[NH:8][C:9]=3[CH:10]=[C:2]([NH:1][C:48](=[O:49])[CH2:47][CH2:46][C:44]3[N:43]=[CH:42][N:41]([C:22]([C:35]4[CH:36]=[CH:37][CH:38]=[CH:39][CH:40]=4)([C:29]4[CH:30]=[CH:31][CH:32]=[CH:33][CH:34]=4)[C:23]4[CH:28]=[CH:27][CH:26]=[CH:25][CH:24]=4)[CH:45]=3)[CH:3]=2)[CH:17]=[N:18][NH:19]1.